This data is from Full USPTO retrosynthesis dataset with 1.9M reactions from patents (1976-2016). The task is: Predict the reactants needed to synthesize the given product. (1) Given the product [CH:1]([C:3]1[CH:4]=[C:5]([CH:9]=[C:10]([Br:12])[CH:11]=1)[C:6]([OH:8])=[O:7])=[O:2], predict the reactants needed to synthesize it. The reactants are: [CH:1]([C:3]1[CH:4]=[C:5]([CH:9]=[CH:10][CH:11]=1)[C:6]([OH:8])=[O:7])=[O:2].[Br:12]N1C(=O)CCC1=O. (2) Given the product [F:29][C:2]([F:1])([CH2:21][O:22][C:23]1[CH:24]=[CH:25][CH:26]=[CH:27][CH:28]=1)[CH2:3][CH2:4][C@@H:5]1[C@@H:12]2[C@@H:8]([O:9][CH:10]([OH:13])[CH2:11]2)[CH2:7][C@H:6]1[O:14][CH:15]1[CH2:20][CH2:19][CH2:18][CH2:17][O:16]1, predict the reactants needed to synthesize it. The reactants are: [F:1][C:2]([F:29])([CH2:21][O:22][C:23]1[CH:28]=[CH:27][CH:26]=[CH:25][CH:24]=1)[CH2:3][CH2:4][C@@H:5]1[C@@H:12]2[C@@H:8]([O:9][C:10](=[O:13])[CH2:11]2)[CH2:7][C@H:6]1[O:14][CH:15]1[CH2:20][CH2:19][CH2:18][CH2:17][O:16]1.CC(C[AlH]CC(C)C)C.C(OCC)(=O)C. (3) Given the product [CH2:1]([C:5]1=[CH:6][N:7]([C:24]([CH3:26])([CH3:25])[CH3:27])[S:8]/[C:9]/1=[N:10]\[C:11]([C@@H:13]1[CH2:17][CH2:16][C@:15]([CH3:21])([C:18]([NH:30][CH3:29])=[O:20])[C:14]1([CH3:23])[CH3:22])=[O:12])[CH2:2][CH2:3][CH3:4], predict the reactants needed to synthesize it. The reactants are: [CH2:1]([C:5]1=[CH:6][N:7]([C:24]([CH3:27])([CH3:26])[CH3:25])[S:8]/[C:9]/1=[N:10]\[C:11]([C@@H:13]1[CH2:17][CH2:16][C@:15]([CH3:21])([C:18]([OH:20])=O)[C:14]1([CH3:23])[CH3:22])=[O:12])[CH2:2][CH2:3][CH3:4].Cl.[CH3:29][NH2:30]. (4) The reactants are: [F:1][C:2]([F:13])([F:12])[C:3]1[N:11]=[CH:10][CH:9]=[CH:8][C:4]=1[C:5]([OH:7])=O.[CH2:14]([O:21][C:22]1[CH:23]=[C:24]([CH:29]=[C:30]([N+:40]([O-:42])=[O:41])[C:31]=1[O:32][CH2:33][C:34]1[CH:39]=[CH:38][CH:37]=[CH:36][CH:35]=1)[C:25]([NH2:28])=[N:26]O)[C:15]1[CH:20]=[CH:19][CH:18]=[CH:17][CH:16]=1.[F-].C([N+](CCCC)(CCCC)CCCC)CCC. Given the product [CH2:14]([O:21][C:22]1[CH:23]=[C:24]([C:25]2[N:26]=[C:5]([C:4]3[C:3]([C:2]([F:1])([F:13])[F:12])=[N:11][CH:10]=[CH:9][CH:8]=3)[O:7][N:28]=2)[CH:29]=[C:30]([N+:40]([O-:42])=[O:41])[C:31]=1[O:32][CH2:33][C:34]1[CH:39]=[CH:38][CH:37]=[CH:36][CH:35]=1)[C:15]1[CH:20]=[CH:19][CH:18]=[CH:17][CH:16]=1, predict the reactants needed to synthesize it. (5) Given the product [Br:1][C:2]1[CH:10]=[C:9]([C:11]([OH:13])=[O:12])[C:8]([N+:19]([O-:21])=[O:20])=[CH:7][C:3]=1[C:4]([OH:6])=[O:5], predict the reactants needed to synthesize it. The reactants are: [Br:1][C:2]1[CH:10]=[C:9]([C:11]([OH:13])=[O:12])[CH:8]=[CH:7][C:3]=1[C:4]([OH:6])=[O:5].OS(O)(=O)=O.[N+:19]([O-])([OH:21])=[O:20].